Dataset: Reaction yield outcomes from USPTO patents with 853,638 reactions. Task: Predict the reaction yield, written as a fraction of the theoretical maximum amount of product (1.0 means a 100% yield; for example, 0.34 means a 34% yield). The reactants are Br[C:2]1[S:6][C:5]2=[N:7][C:8]([C:10]3[C:18]4[C:13](=[CH:14][CH:15]=[C:16]([O:19][C:20]([F:23])([F:22])[F:21])[CH:17]=4)[NH:12][C:11]=3[C:24]([O:26]CC)=O)=[CH:9][N:4]2[N:3]=1.[Cl:29]CC(C1C2C(=CC=C(OC(F)(F)F)C=2)NC=1C(OCC)=O)=O.C[C:53](C)=[O:54].[Na+].[Br-].BrCC([C:62]1[C:70]2[C:65](=[CH:66][CH:67]=[C:68](OC(F)(F)F)[CH:69]=2)NC=1C(OCC)=O)=O.BrC1SC(N)=NN=1. The catalyst is C(#N)C.CC(O)C.C(Cl)Cl. The product is [Cl:29][C:65]1[CH:66]=[CH:67][CH:68]=[CH:69][C:70]=1[CH2:62][N:12]1[C:13]2[C:18](=[CH:17][C:16]([O:19][C:20]([F:22])([F:21])[F:23])=[CH:15][CH:14]=2)[C:10]([C:8]2[N:7]=[C:5]3[N:4]([CH:9]=2)[N:3]=[C:2]([O:54][CH3:53])[S:6]3)=[C:11]1[CH2:24][OH:26]. The yield is 0.620.